This data is from Peptide-MHC class I binding affinity with 185,985 pairs from IEDB/IMGT. The task is: Regression. Given a peptide amino acid sequence and an MHC pseudo amino acid sequence, predict their binding affinity value. This is MHC class I binding data. (1) The binding affinity (normalized) is 0.377. The MHC is HLA-B08:01 with pseudo-sequence HLA-B08:01. The peptide sequence is QMRAVGQPL. (2) The peptide sequence is MLIIFWFSL. The MHC is HLA-A02:01 with pseudo-sequence HLA-A02:01. The binding affinity (normalized) is 0.348. (3) The peptide sequence is QTGINNVQSL. The MHC is HLA-A02:02 with pseudo-sequence HLA-A02:02. The binding affinity (normalized) is 0.0837. (4) The peptide sequence is FPFLYKFLL. The MHC is HLA-A02:06 with pseudo-sequence HLA-A02:06. The binding affinity (normalized) is 0.225. (5) The peptide sequence is DEWVVEVLEEL. The MHC is Mamu-A11 with pseudo-sequence Mamu-A11. The binding affinity (normalized) is 0.0131. (6) The peptide sequence is KRKLMYVSA. The MHC is HLA-A02:11 with pseudo-sequence HLA-A02:11. The binding affinity (normalized) is 0.0847.